From a dataset of Peptide-MHC class II binding affinity with 134,281 pairs from IEDB. Regression. Given a peptide amino acid sequence and an MHC pseudo amino acid sequence, predict their binding affinity value. This is MHC class II binding data. (1) The peptide sequence is GELQIVDAIDAAFKI. The MHC is DRB1_0404 with pseudo-sequence DRB1_0404. The binding affinity (normalized) is 0.683. (2) The peptide sequence is NASHCNEMSWIQSIP. The MHC is HLA-DPA10201-DPB11401 with pseudo-sequence HLA-DPA10201-DPB11401. The binding affinity (normalized) is 0.0817.